From a dataset of Peptide-MHC class I binding affinity with 185,985 pairs from IEDB/IMGT. Regression. Given a peptide amino acid sequence and an MHC pseudo amino acid sequence, predict their binding affinity value. This is MHC class I binding data. (1) The peptide sequence is TYQWIIRNW. The MHC is HLA-A31:01 with pseudo-sequence HLA-A31:01. The binding affinity (normalized) is 0.0847. (2) The peptide sequence is YLEPGPVTI. The MHC is HLA-A02:01 with pseudo-sequence HLA-A02:01. The binding affinity (normalized) is 0.614. (3) The peptide sequence is YYADSVKGRF. The MHC is HLA-A26:01 with pseudo-sequence HLA-A26:01. The binding affinity (normalized) is 0.